From a dataset of Catalyst prediction with 721,799 reactions and 888 catalyst types from USPTO. Predict which catalyst facilitates the given reaction. (1) Product: [OH:17][CH:8]([CH2:9][CH2:10][C:11]1[CH:16]=[CH:15][CH:14]=[CH:13][CH:12]=1)[CH2:7][C:6]1[C:2]([CH3:1])=[N:3][O:4][C:5]=1[C:18]1[CH:19]=[CH:20][C:21]([C:24]2[CH:29]=[CH:28][C:27]([C:30]3([C:33]([OH:35])=[O:34])[CH2:32][CH2:31]3)=[CH:26][CH:25]=2)=[CH:22][CH:23]=1. The catalyst class is: 5. Reactant: [CH3:1][C:2]1[C:6]([CH2:7][C:8](=[O:17])[CH2:9][CH2:10][C:11]2[CH:16]=[CH:15][CH:14]=[CH:13][CH:12]=2)=[C:5]([C:18]2[CH:23]=[CH:22][C:21]([C:24]3[CH:29]=[CH:28][C:27]([C:30]4([C:33]([OH:35])=[O:34])[CH2:32][CH2:31]4)=[CH:26][CH:25]=3)=[CH:20][CH:19]=2)[O:4][N:3]=1.[BH4-].[Na+]. (2) Reactant: [Cl:1][C:2]1[CH:7]=[C:6]([Cl:8])[CH:5]=[CH:4][C:3]=1[CH2:9][CH2:10][N:11]1[C:15]2([CH2:20][CH2:19][CH:18]([C:21]3[CH:26]=[CH:25][CH:24]=[C:23]([O:27][CH3:28])[CH:22]=3)[CH2:17][CH2:16]2)[C:14](=[O:29])[NH:13][C:12]1=[O:30].Br[CH2:32][CH:33]1[CH2:36][CH2:35][CH2:34]1.C(=O)([O-])[O-].[K+].[K+]. Product: [CH:33]1([CH2:32][N:13]2[C:14](=[O:29])[C:15]3([CH2:20][CH2:19][CH:18]([C:21]4[CH:26]=[CH:25][CH:24]=[C:23]([O:27][CH3:28])[CH:22]=4)[CH2:17][CH2:16]3)[N:11]([CH2:10][CH2:9][C:3]3[CH:4]=[CH:5][C:6]([Cl:8])=[CH:7][C:2]=3[Cl:1])[C:12]2=[O:30])[CH2:36][CH2:35][CH2:34]1. The catalyst class is: 58. (3) Reactant: [CH3:1][C:2]1[CH:7]=[CH:6][CH:5]=[CH:4][C:3]=1[O:8][CH3:9].[N+:10]([O-])([OH:12])=[O:11]. Product: [CH3:9][O:8][C:3]1[CH:4]=[CH:5][C:6]([N+:10]([O-:12])=[O:11])=[CH:7][C:2]=1[CH3:1]. The catalyst class is: 676. (4) Product: [O:20]1[C:24]2[CH:25]=[CH:26][C:27]([CH2:29][N:30]3[CH2:35][CH2:34][CH:33]([NH:36][C:14]([C:7]4[O:8][C:9]5[C:4]([C:5](=[O:17])[CH:6]=4)=[CH:3][C:2]([Cl:1])=[C:11]([O:12][CH3:13])[CH:10]=5)=[O:16])[CH2:32][CH2:31]3)=[CH:28][C:23]=2[O:22][CH2:21]1. Reactant: [Cl:1][C:2]1[CH:3]=[C:4]2[C:9](=[CH:10][C:11]=1[O:12][CH3:13])[O:8][C:7]([C:14]([OH:16])=O)=[CH:6][C:5]2=[O:17].Cl.Cl.[O:20]1[C:24]2[CH:25]=[CH:26][C:27]([CH2:29][N:30]3[CH2:35][CH2:34][CH:33]([NH2:36])[CH2:32][CH2:31]3)=[CH:28][C:23]=2[O:22][CH2:21]1.CN1CCOCC1.C1C=CC2N(O)N=NC=2C=1.CCN=C=NCCCN(C)C. The catalyst class is: 3. (5) Reactant: [Cl:1][C:2]1[C:7]([F:8])=[CH:6][CH:5]=[C:4]([Cl:9])[C:3]=1[C@H:10]([O:12][C:13]1[C:14]([NH2:20])=[N:15][CH:16]=[C:17](Br)[CH:18]=1)[CH3:11].[B:21]1([B:21]2[O:25][C:24]([CH3:27])([CH3:26])[C:23]([CH3:29])([CH3:28])[O:22]2)[O:25][C:24]([CH3:27])([CH3:26])[C:23]([CH3:29])([CH3:28])[O:22]1.C([O-])(=O)C.[K+]. Product: [Cl:1][C:2]1[C:7]([F:8])=[CH:6][CH:5]=[C:4]([Cl:9])[C:3]=1[C@H:10]([O:12][C:13]1[C:14]([NH2:20])=[N:15][CH:16]=[C:17]([B:21]2[O:25][C:24]([CH3:27])([CH3:26])[C:23]([CH3:29])([CH3:28])[O:22]2)[CH:18]=1)[CH3:11]. The catalyst class is: 294. (6) Product: [Br:14][C:15]1[C:16]([F:23])=[C:17]([CH:18]([C:2]2[CH:7]=[N:6][CH:5]=[CH:4][N:3]=2)[OH:19])[CH:20]=[CH:21][CH:22]=1. Reactant: I[C:2]1[CH:7]=[N:6][CH:5]=[CH:4][N:3]=1.C([Mg]Cl)CCC.[Br:14][C:15]1[C:16]([F:23])=[C:17]([CH:20]=[CH:21][CH:22]=1)[CH:18]=[O:19]. The catalyst class is: 76. (7) Product: [Cl:8][C:6]1[CH:7]=[C:2]([N:10]2[CH2:15][CH2:14][CH2:13][CH2:12][CH2:11]2)[N:3]=[C:4]([NH2:9])[N:5]=1. The catalyst class is: 5. Reactant: Cl[C:2]1[CH:7]=[C:6]([Cl:8])[N:5]=[C:4]([NH2:9])[N:3]=1.[NH:10]1[CH2:15][CH2:14][CH2:13][CH2:12][CH2:11]1.